This data is from Full USPTO retrosynthesis dataset with 1.9M reactions from patents (1976-2016). The task is: Predict the reactants needed to synthesize the given product. Given the product [C:1]([C:5]1[CH:10]=[C:9]([C:15]2[CH:16]=[C:17]([CH3:19])[CH:18]=[C:13]([CH3:12])[CH:14]=2)[N:8]=[CH:7][N:6]=1)([CH3:4])([CH3:3])[CH3:2], predict the reactants needed to synthesize it. The reactants are: [C:1]([C:5]1[CH:10]=[C:9](Cl)[N:8]=[CH:7][N:6]=1)([CH3:4])([CH3:3])[CH3:2].[CH3:12][C:13]1[CH:14]=[C:15](B(O)O)[CH:16]=[C:17]([CH3:19])[CH:18]=1.C(=O)([O-])[O-].[Na+].[Na+].O.